Dataset: Full USPTO retrosynthesis dataset with 1.9M reactions from patents (1976-2016). Task: Predict the reactants needed to synthesize the given product. (1) Given the product [CH3:24][O:23][C:18]1[CH:19]=[CH:20][CH:21]=[CH:22][C:17]=1[C:13]1[CH:14]=[CH:15][CH:16]=[C:11]([N:9]2[CH:10]=[C:6]([C:4]([C:27]3[C:32]([CH3:33])=[CH:31][CH:30]=[CH:29][N:28]=3)=[O:5])[N:7]=[CH:8]2)[CH:12]=1, predict the reactants needed to synthesize it. The reactants are: CON(C)[C:4]([C:6]1[N:7]=[CH:8][N:9]([C:11]2[CH:12]=[C:13]([C:17]3[CH:22]=[CH:21][CH:20]=[CH:19][C:18]=3[O:23][CH3:24])[CH:14]=[CH:15][CH:16]=2)[CH:10]=1)=[O:5].Br[C:27]1[C:32]([CH3:33])=[CH:31][CH:30]=[CH:29][N:28]=1. (2) The reactants are: [CH2:1]([O:3][C:4](=[O:14])[C:5]([F:13])([F:12])[CH2:6][NH:7][CH:8]1[CH2:11][CH2:10][CH2:9]1)[CH3:2].[Cl:15][C:16]1[N:21]=[C:20](Cl)[C:19]([N+:23]([O-:25])=[O:24])=[CH:18][N:17]=1.C(=O)(O)[O-].[Na+]. Given the product [CH2:1]([O:3][C:4](=[O:14])[C:5]([F:13])([F:12])[CH2:6][N:7]([C:18]1[C:19]([N+:23]([O-:25])=[O:24])=[CH:20][N:21]=[C:16]([Cl:15])[N:17]=1)[CH:8]1[CH2:11][CH2:10][CH2:9]1)[CH3:2], predict the reactants needed to synthesize it. (3) Given the product [F:23][C:24]1[CH:30]=[CH:29][C:27]([NH:28][C:20](=[O:22])[CH2:19][C:15]2([CH3:18])[CH2:14][CH2:13][N:12]([C:5]3[C:4]4[C:9](=[CH:10][CH:11]=[C:2]([F:1])[CH:3]=4)[N:8]=[CH:7][CH:6]=3)[CH2:17][CH2:16]2)=[CH:26][CH:25]=1, predict the reactants needed to synthesize it. The reactants are: [F:1][C:2]1[CH:3]=[C:4]2[C:9](=[CH:10][CH:11]=1)[N:8]=[CH:7][CH:6]=[C:5]2[N:12]1[CH2:17][CH2:16][C:15]([CH2:19][C:20]([OH:22])=O)([CH3:18])[CH2:14][CH2:13]1.[F:23][C:24]1[CH:30]=[CH:29][C:27]([NH2:28])=[CH:26][CH:25]=1.CCN(C(C)C)C(C)C.C1CN([P+](ON2N=NC3C=CC=CC2=3)(N2CCCC2)N2CCCC2)CC1.F[P-](F)(F)(F)(F)F. (4) Given the product [F:26][C:21]1[CH:22]=[C:23]2[C:18](=[CH:19][C:20]=1[F:27])[N:17]=[C:16]([NH:15][CH2:14][C@@H:9]1[CH2:10][CH2:11][CH2:12][CH2:13][NH:8]1)[CH:25]=[N:24]2, predict the reactants needed to synthesize it. The reactants are: C(OC([N:8]1[CH2:13][CH2:12][CH2:11][CH2:10][C@H:9]1[CH2:14][NH:15][C:16]1[CH:25]=[N:24][C:23]2[C:18](=[CH:19][C:20]([F:27])=[C:21]([F:26])[CH:22]=2)[N:17]=1)=O)(C)(C)C.